Dataset: Reaction yield outcomes from USPTO patents with 853,638 reactions. Task: Predict the reaction yield, written as a fraction of the theoretical maximum amount of product (1.0 means a 100% yield; for example, 0.34 means a 34% yield). (1) The reactants are [Cl:1][C:2]1[CH:3]=[CH:4][C:5]([NH:8][C:9](=[O:17])[C:10]2[CH:15]=[CH:14][CH:13]=[CH:12][C:11]=2[NH2:16])=[N:6][CH:7]=1.[C:18]1([C:27]2[CH:32]=[CH:31][CH:30]=[CH:29][CH:28]=2)[CH:23]=[CH:22][C:21]([C:24](Cl)=[O:25])=[CH:20][CH:19]=1. The catalyst is ClCCl.N1C=CC=CC=1. The product is [Cl:1][C:2]1[CH:3]=[CH:4][C:5]([NH:8][C:9](=[O:17])[C:10]2[CH:15]=[CH:14][CH:13]=[CH:12][C:11]=2[NH:16][C:24](=[O:25])[C:21]2[CH:22]=[CH:23][C:18]([C:27]3[CH:32]=[CH:31][CH:30]=[CH:29][CH:28]=3)=[CH:19][CH:20]=2)=[N:6][CH:7]=1. The yield is 0.940. (2) The reactants are [C:1]([O:5][C:6]([NH:8][CH2:9][CH2:10][CH2:11][C:12]([O:14]C)=O)=[O:7])([CH3:4])([CH3:3])[CH3:2].[NH2:16][NH2:17].O. The catalyst is CO. The product is [NH:16]([C:12](=[O:14])[CH2:11][CH2:10][CH2:9][NH:8][C:6](=[O:7])[O:5][C:1]([CH3:4])([CH3:3])[CH3:2])[NH2:17]. The yield is 0.900. (3) The reactants are [CH:1]1([NH:6][C:7]2[N:12]3[N:13]=[C:14]([C:23]4[CH:28]=[CH:27][N:26]=[CH:25][CH:24]=4)[C:15]([C:16](=O)[CH:17]=[CH:18]N(C)C)=[C:11]3[CH:10]=[CH:9][CH:8]=2)[CH2:5][CH2:4][CH2:3][CH2:2]1.Cl.[CH:30]1([NH:35][C:36]([NH2:38])=[NH:37])[CH2:34][CH2:33][CH2:32][CH2:31]1.CC(C)([O-])C.[K+].O. The catalyst is O1CCCC1. The product is [CH:1]1([NH:6][C:7]2[N:12]3[N:13]=[C:14]([C:23]4[CH:24]=[CH:25][N:26]=[CH:27][CH:28]=4)[C:15]([C:16]4[CH:17]=[CH:18][N:38]=[C:36]([NH:35][CH:30]5[CH2:34][CH2:33][CH2:32][CH2:31]5)[N:37]=4)=[C:11]3[CH:10]=[CH:9][CH:8]=2)[CH2:2][CH2:3][CH2:4][CH2:5]1. The yield is 0.750. (4) The reactants are O.[OH-].[Li+].C[O:5][C:6]([C:8]1[N:12]=[C:11]([C:13]2[CH:18]=[N:17][CH:16]=[CH:15][N:14]=2)[N:10]([C:19]2[CH:20]=[N:21][C:22]([O:25][CH3:26])=[CH:23][CH:24]=2)[N:9]=1)=[O:7].Cl. The catalyst is O1CCOCC1.O. The product is [CH3:26][O:25][C:22]1[N:21]=[CH:20][C:19]([N:10]2[C:11]([C:13]3[CH:18]=[N:17][CH:16]=[CH:15][N:14]=3)=[N:12][C:8]([C:6]([OH:7])=[O:5])=[N:9]2)=[CH:24][CH:23]=1. The yield is 0.200. (5) The reactants are [N:1]1([CH2:6][CH2:7][CH2:8][O:9][C:10]2[CH:11]=[C:12]3[CH:18]=[C:17]([C:19]([O-:21])=O)[NH:16][C:13]3=[N:14][CH:15]=2)[CH2:5][CH2:4][CH2:3][CH2:2]1.[Li+].F[B-](F)(F)F.[N:28]1(OC(N(C)C)=[N+](C)C)[C:32]2C=[CH:34][CH:35]=[CH:36][C:31]=2N=N1.N1CCCCC1.C(N(CC)C(C)C)(C)C. No catalyst specified. The product is [N:28]1([C:19]([C:17]2[NH:16][C:13]3=[N:14][CH:15]=[C:10]([O:9][CH2:8][CH2:7][CH2:6][N:1]4[CH2:2][CH2:3][CH2:4][CH2:5]4)[CH:11]=[C:12]3[CH:18]=2)=[O:21])[CH2:34][CH2:35][CH2:36][CH2:31][CH2:32]1. The yield is 0.320.